Task: Predict the reaction yield, written as a fraction of the theoretical maximum amount of product (1.0 means a 100% yield; for example, 0.34 means a 34% yield).. Dataset: Reaction yield outcomes from USPTO patents with 853,638 reactions (1) The reactants are [CH2:1]([N:3]1[C:12]2[C:7](=[N:8][CH:9]=[C:10]([CH2:13][C:14]3[CH:19]=[CH:18][C:17]([F:20])=[CH:16][CH:15]=3)[CH:11]=2)[C:6]([OH:21])=[C:5]([C:22](OCC)=[O:23])[C:4]1=[O:27])[CH3:2].[NH2:28][CH2:29][CH:30]([OH:32])[CH3:31]. No catalyst specified. The product is [CH2:1]([N:3]1[C:12]2[C:7](=[N:8][CH:9]=[C:10]([CH2:13][C:14]3[CH:15]=[CH:16][C:17]([F:20])=[CH:18][CH:19]=3)[CH:11]=2)[C:6]([OH:21])=[C:5]([C:22]([NH:28][CH2:29][CH:30]([OH:32])[CH3:31])=[O:23])[C:4]1=[O:27])[CH3:2]. The yield is 0.380. (2) The reactants are Br[C:2]1[C:10]2[O:9][CH2:8][CH:7]([C:11]3[CH:16]=[CH:15][C:14]([CH:17]([CH3:19])[CH3:18])=[CH:13][CH:12]=3)[C:6]=2[C:5]([CH3:20])=[C:4]([NH:21][C:22](=[O:28])[CH2:23][C:24]([CH3:27])([CH3:26])[CH3:25])[C:3]=1[CH3:29].[CH3:30][O:31][C:32]1[N:37]=[CH:36][C:35](B(O)O)=[CH:34][CH:33]=1. The catalyst is CCCCCC.C(OCC)(=O)C. The product is [CH:17]([C:14]1[CH:13]=[CH:12][C:11]([CH:7]2[C:6]3[C:5]([CH3:20])=[C:4]([NH:21][C:22](=[O:28])[CH2:23][C:24]([CH3:26])([CH3:25])[CH3:27])[C:3]([CH3:29])=[C:2]([C:35]4[CH:36]=[N:37][C:32]([O:31][CH3:30])=[CH:33][CH:34]=4)[C:10]=3[O:9][CH2:8]2)=[CH:16][CH:15]=1)([CH3:18])[CH3:19]. The yield is 0.480. (3) The reactants are [OH:1]O.[CH2:3]([OH:13])[CH2:4][CH2:5]/[CH:6]=[CH:7]\[CH2:8][CH2:9][CH2:10][CH2:11][CH3:12]. The catalyst is C(O)C. The product is [O:13]1[CH2:3][CH2:4][CH2:5][CH:6]1[CH:7]([OH:1])[CH2:8][CH2:9][CH2:10][CH2:11][CH3:12]. The yield is 0.400. (4) The reactants are Br[CH:2]([C:14]1[CH:19]=[CH:18][CH:17]=[CH:16][CH:15]=1)[C:3]([O:5][C@H:6]([C:8]1[CH:13]=[CH:12][CH:11]=[CH:10][CH:9]=1)[CH3:7])=[O:4].C(N(CC)CC)C.[C:27]1([C:33]2([OH:39])[CH2:38][CH2:37][NH:36][CH2:35][CH2:34]2)[CH:32]=[CH:31][CH:30]=[CH:29][CH:28]=1. The catalyst is C1COCC1.[I-].C([N+](CCCC)(CCCC)CCCC)CCC.C(OCC)(=O)C. The product is [OH:39][C:33]1([C:27]2[CH:32]=[CH:31][CH:30]=[CH:29][CH:28]=2)[CH2:38][CH2:37][N:36]([C@H:2]([C:14]2[CH:19]=[CH:18][CH:17]=[CH:16][CH:15]=2)[C:3]([O:5][C@H:6]([C:8]2[CH:13]=[CH:12][CH:11]=[CH:10][CH:9]=2)[CH3:7])=[O:4])[CH2:35][CH2:34]1. The yield is 0.270. (5) The reactants are [F:1][C:2]1[CH:22]=[CH:21][C:5]2[N:6]=[C:7]([C:11]3[CH:16]=[CH:15][CH:14]=[CH:13][C:12]=3[O:17]C(=O)C)O[C:9](=[O:10])[C:4]=2[CH:3]=1.[CH2:23]([NH2:31])[CH2:24][C:25]1[CH:30]=[CH:29][CH:28]=[CH:27][CH:26]=1. No catalyst specified. The product is [F:1][C:2]1[CH:3]=[C:4]2[C:5](=[CH:21][CH:22]=1)[N:6]=[C:7]([C:11]1[CH:16]=[CH:15][CH:14]=[CH:13][C:12]=1[OH:17])[N:31]([CH2:23][CH2:24][C:25]1[CH:30]=[CH:29][CH:28]=[CH:27][CH:26]=1)[C:9]2=[O:10]. The yield is 0.740.